This data is from Full USPTO retrosynthesis dataset with 1.9M reactions from patents (1976-2016). The task is: Predict the reactants needed to synthesize the given product. (1) Given the product [F:1][C:2]1[C:11]([CH2:12][C:13]([NH:25][NH2:26])=[O:15])=[C:10]([F:17])[CH:9]=[C:8]2[C:3]=1[CH:4]=[C:5]([N:18]1[CH2:23][CH2:22][O:21][CH2:20][CH2:19]1)[CH:6]=[N:7]2, predict the reactants needed to synthesize it. The reactants are: [F:1][C:2]1[C:11]([CH2:12][C:13]([O:15]C)=O)=[C:10]([F:17])[CH:9]=[C:8]2[C:3]=1[CH:4]=[C:5]([N:18]1[CH2:23][CH2:22][O:21][CH2:20][CH2:19]1)[CH:6]=[N:7]2.O.[NH2:25][NH2:26]. (2) Given the product [CH3:1][O:2][C:3]1[CH:4]=[C:5]([CH:22]=[C:23]([O:25][CH3:26])[CH:24]=1)[C:6]1[O:7][C:8]2[C:13]([C:14](=[O:16])[CH:15]=1)=[CH:12][CH:11]=[C:10]([O:17][CH2:18][CH:19]([OH:21])[CH2:20][NH:30][CH:27]([CH3:29])[CH3:28])[CH:9]=2, predict the reactants needed to synthesize it. The reactants are: [CH3:1][O:2][C:3]1[CH:4]=[C:5]([CH:22]=[C:23]([O:25][CH3:26])[CH:24]=1)[C:6]1[O:7][C:8]2[C:13]([C:14](=[O:16])[CH:15]=1)=[CH:12][CH:11]=[C:10]([O:17][CH2:18][CH:19]1[O:21][CH2:20]1)[CH:9]=2.[CH:27]([NH2:30])([CH3:29])[CH3:28].